Predict the reactants needed to synthesize the given product. From a dataset of Full USPTO retrosynthesis dataset with 1.9M reactions from patents (1976-2016). (1) Given the product [CH2:13]([S:10]([C:7]1[CH:8]=[CH:9][C:3]([O:2][CH3:1])=[C:4]([N:5]=[C:29]=[S:30])[CH:6]=1)(=[O:12])=[O:11])[CH3:14], predict the reactants needed to synthesize it. The reactants are: [CH3:1][O:2][C:3]1[CH:9]=[CH:8][C:7]([S:10]([CH2:13][CH3:14])(=[O:12])=[O:11])=[CH:6][C:4]=1[NH2:5].C(OC1C=CC(C(N)=O)=CC=1N=[C:29]=[S:30])(C)C. (2) Given the product [O:5]=[C:4]1[C:3]2[CH:21]=[CH:22][CH:23]=[CH:24][C:2]=2[O:20][CH2:19][CH:7]2[CH2:8][N:9]([C:12]([O:14][C:15]([CH3:18])([CH3:17])[CH3:16])=[O:13])[CH2:10][CH2:11][N:6]12, predict the reactants needed to synthesize it. The reactants are: F[C:2]1[CH:24]=[CH:23][CH:22]=[CH:21][C:3]=1[C:4]([N:6]1[CH2:11][CH2:10][N:9]([C:12]([O:14][C:15]([CH3:18])([CH3:17])[CH3:16])=[O:13])[CH2:8][CH:7]1[CH2:19][OH:20])=[O:5].[H-].[Na+]. (3) Given the product [CH2:20]([N:18]([CH3:19])[C:5]1[C:6]([CH2:8][CH2:9][O:10][Si:11]([C:14]([CH3:15])([CH3:16])[CH3:17])([CH3:13])[CH3:12])=[CH:7][C:2]([NH:1][C:34](=[O:35])[O:36][CH2:37][C:38]2[CH:43]=[CH:42][CH:41]=[CH:40][CH:39]=2)=[CH:3][C:4]=1[F:27])[C:21]1[CH:22]=[CH:23][CH:24]=[CH:25][CH:26]=1, predict the reactants needed to synthesize it. The reactants are: [NH2:1][C:2]1[CH:7]=[C:6]([CH2:8][CH2:9][O:10][Si:11]([C:14]([CH3:17])([CH3:16])[CH3:15])([CH3:13])[CH3:12])[C:5]([N:18]([CH2:20][C:21]2[CH:26]=[CH:25][CH:24]=[CH:23][CH:22]=2)[CH3:19])=[C:4]([F:27])[CH:3]=1.N1C=CC=CC=1.[C:34](Cl)([O:36][CH2:37][C:38]1[CH:43]=[CH:42][CH:41]=[CH:40][CH:39]=1)=[O:35]. (4) The reactants are: [CH2:1](O)[C:2]1[CH:7]=[CH:6][CH:5]=[CH:4][CH:3]=1.CC(C)([O-])C.[K+].CC1C=CC(S(O[CH2:26][C@@H:27]2[CH2:36][CH2:35][C:34]3[C:29](=[CH:30][CH:31]=[C:32]([C@H:37]4[CH2:46][CH2:45][C@@:39]5([NH:43]C(=O)O[CH2:40]5)[CH2:38]4)[CH:33]=3)[CH2:28]2)(=O)=O)=CC=1.[OH2:47].[OH-:48].[Li+]. Given the product [NH2:43][C@:39]1([CH2:40][OH:48])[CH2:45][CH2:46][C@H:37]([C:32]2[CH:31]=[CH:30][C:29]3[CH2:28][C@H:27]([CH2:26][O:47][CH2:1][C:2]4[CH:7]=[CH:6][CH:5]=[CH:4][CH:3]=4)[CH2:36][CH2:35][C:34]=3[CH:33]=2)[CH2:38]1, predict the reactants needed to synthesize it. (5) Given the product [NH2:20][C:17]1[CH:18]=[CH:19][C:14]([NH:13][C:11](=[O:12])[C:10]2[CH:24]=[CH:25][C:26]([O:28][CH2:29][C:30]3[CH:35]=[CH:34][CH:33]=[CH:32][CH:31]=3)=[CH:27][C:9]=2[O:8][CH2:1][C:2]2[CH:7]=[CH:6][CH:5]=[CH:4][CH:3]=2)=[C:15]([OH:23])[CH:16]=1, predict the reactants needed to synthesize it. The reactants are: [CH2:1]([O:8][C:9]1[CH:27]=[C:26]([O:28][CH2:29][C:30]2[CH:35]=[CH:34][CH:33]=[CH:32][CH:31]=2)[CH:25]=[CH:24][C:10]=1[C:11]([NH:13][C:14]1[CH:19]=[CH:18][C:17]([N+:20]([O-])=O)=[CH:16][C:15]=1[OH:23])=[O:12])[C:2]1[CH:7]=[CH:6][CH:5]=[CH:4][CH:3]=1.NN. (6) Given the product [CH3:1][O:2][C:3]1[CH:8]=[C:7]([CH3:9])[CH:6]=[C:5]2[C:4]=1[C@@:13]1([CH3:26])[C@H:12]([CH2:11][S:10]2)[C@:21]2([CH3:22])[C@H:16]([C:17]([CH3:24])([CH3:23])[CH2:18][CH2:19][CH2:20]2)[CH2:15][CH2:14]1, predict the reactants needed to synthesize it. The reactants are: [CH3:1][O:2][C:3]1[CH:4]=[C:5]([S:10][CH2:11][C@@H:12]2[C@:21]3([CH3:22])[C@H:16]([C:17]([CH3:24])([CH3:23])[CH2:18][CH2:19][CH2:20]3)[CH2:15][CH2:14][C@@:13]2([CH3:26])O)[CH:6]=[C:7]([CH3:9])[CH:8]=1.Cl[Sn](Cl)(Cl)Cl.O.